This data is from Forward reaction prediction with 1.9M reactions from USPTO patents (1976-2016). The task is: Predict the product of the given reaction. (1) The product is: [Br:1][C:2]1[CH:7]=[CH:6][CH:5]=[CH:4][C:3]=1[CH:8]([CH2:24][CH2:25][CH3:26])[C:9]([O:11][CH3:12])=[O:10]. Given the reactants [Br:1][C:2]1[CH:7]=[CH:6][CH:5]=[CH:4][C:3]=1[CH2:8][C:9]([O:11][CH3:12])=[O:10].C[Si]([N-][Si](C)(C)C)(C)C.[Na+].I[CH2:24][CH2:25][CH3:26].O, predict the reaction product. (2) Given the reactants [CH3:1][O:2][C:3]([NH:5][C@H:6]([C:10]([OH:12])=O)[CH:7]([CH3:9])[CH3:8])=[O:4].CCN=C=NCCCN(C)C.C1C=CC2N(O)N=NC=2C=1.CN1CCOCC1.[CH2:41]([NH:48][NH2:49])[C:42]1[CH:47]=[CH:46][CH:45]=[CH:44][CH:43]=1.CCN(CC)CC, predict the reaction product. The product is: [CH3:1][O:2][C:3](=[O:4])[NH:5][C@H:6]([C:10]([NH:49][NH:48][CH2:41][C:42]1[CH:47]=[CH:46][CH:45]=[CH:44][CH:43]=1)=[O:12])[CH:7]([CH3:9])[CH3:8]. (3) The product is: [NH2:10][CH2:11][CH2:12][C:13]1[N:14]([CH3:26])[C:15](=[O:25])[CH:16]=[C:17]([C:19]2[CH:24]=[CH:23][N:22]=[CH:21][N:20]=2)[N:18]=1. Given the reactants C(OC(=O)[NH:10][CH2:11][CH2:12][C:13]1[N:14]([CH3:26])[C:15](=[O:25])[CH:16]=[C:17]([C:19]2[CH:24]=[CH:23][N:22]=[CH:21][N:20]=2)[N:18]=1)C1C=CC=CC=1.Br, predict the reaction product. (4) Given the reactants [NH2:1][CH:2]([CH2:5][CH2:6][OH:7])[CH2:3][OH:4].C(N(CC)CC)C.[Cl:15][CH:16]([CH3:20])[C:17](Cl)=[O:18], predict the reaction product. The product is: [Cl:15][CH:16]([CH3:20])[C:17]([NH:1][CH:2]([CH2:5][CH2:6][OH:7])[CH2:3][OH:4])=[O:18]. (5) The product is: [CH2:11]([O:10][C:8](=[O:9])[CH2:7][N:6]1[C:2]([CH3:1])=[C:3]([CH2:18][C:19]2[CH:24]=[CH:23][C:22]([S:25]([N:28]3[CH2:29][CH2:30][N:31]([C:34]([O:36][CH2:37][CH3:38])=[O:35])[CH2:32][CH2:33]3)(=[O:27])=[O:26])=[CH:21][CH:20]=2)[C:4]2[CH2:16][O:15][CH2:14][CH2:13][C:5]1=2)[CH3:12]. Given the reactants [CH3:1][C:2]1[N:6]([CH2:7][C:8]([O:10][CH2:11][CH3:12])=[O:9])[C:5]2[CH2:13][CH2:14][O:15][CH2:16][C:4]=2[CH:3]=1.Br[CH2:18][C:19]1[CH:24]=[CH:23][C:22]([S:25]([N:28]2[CH2:33][CH2:32][N:31]([C:34]([O:36][CH2:37][CH3:38])=[O:35])[CH2:30][CH2:29]2)(=[O:27])=[O:26])=[CH:21][CH:20]=1.C(=O)([O-])[O-].[K+].[K+], predict the reaction product. (6) Given the reactants [CH3:1][C:2]1[N:10]=[C:9]2[C:5]([NH:6][CH:7]=[N:8]2)=[C:4](Cl)[N:3]=1.[CH3:12][O:13][C:14]1[CH:19]=[CH:18][CH:17]=[C:16]([NH2:20])[CH:15]=1.C(N(CC)CC)C, predict the reaction product. The product is: [CH3:1][C:2]1[N:10]=[C:9]2[C:5]([NH:6][CH:7]=[N:8]2)=[C:4]([NH:20][C:16]2[CH:17]=[CH:18][CH:19]=[C:14]([O:13][CH3:12])[CH:15]=2)[N:3]=1.